Predict the reactants needed to synthesize the given product. From a dataset of Full USPTO retrosynthesis dataset with 1.9M reactions from patents (1976-2016). (1) The reactants are: [N:1]([CH2:4][C:5]1[CH:6]=[C:7]([C:14]([OH:16])=O)[CH:8]=[C:9]([CH:13]=1)C(O)=O)=[N+:2]=[N-:3].C[N:18]([CH:20]=[O:21])C.C(OC(OC(C)(C)C)=O)(OC(C)(C)C)=O.C(=O)(O)[O-].[NH4+:41]. Given the product [N:1]([CH2:4][C:5]1[CH:6]=[C:7]([C:14]([NH2:41])=[O:16])[CH:8]=[C:9]([CH:13]=1)[C:20]([NH2:18])=[O:21])=[N+:2]=[N-:3], predict the reactants needed to synthesize it. (2) Given the product [C:31]([C:22]1[C:21]([O:20][CH:11]([CH3:18])[CH2:12][CH2:13][O:14][C:15](=[O:17])[CH3:16])=[CH:30][C:29]2[C:24]([CH:23]=1)=[CH:25][CH:26]=[CH:27][CH:28]=2)(=[O:32])[C:33]1[CH:38]=[CH:37][CH:36]=[CH:35][CH:34]=1, predict the reactants needed to synthesize it. The reactants are: C1(C)C=CC(S(O[CH:11]([CH3:18])[CH2:12][CH2:13][O:14][C:15](=[O:17])[CH3:16])(=O)=O)=CC=1.[OH:20][C:21]1[C:22]([C:31]([C:33]2[CH:38]=[CH:37][CH:36]=[CH:35][CH:34]=2)=[O:32])=[CH:23][C:24]2[C:29]([CH:30]=1)=[CH:28][CH:27]=[CH:26][CH:25]=2.C(=O)([O-])[O-].[Cs+].[Cs+].